Predict the product of the given reaction. From a dataset of Forward reaction prediction with 1.9M reactions from USPTO patents (1976-2016). (1) Given the reactants C[N:2](C)/[CH:3]=[CH:4]/[C:5]([C:7]1[C:12](=[O:13])[CH:11]=[CH:10][N:9]([C:14]2[CH:19]=[CH:18][CH:17]=[C:16]([O:20][C:21]([F:24])([F:23])[F:22])[CH:15]=2)[N:8]=1)=O.[NH:26]([C:28]1[CH:33]=[CH:32][N:31]=[CH:30][CH:29]=1)N, predict the reaction product. The product is: [N:31]1[CH:32]=[CH:33][C:28]([N:26]2[C:5]([C:7]3[C:12](=[O:13])[CH:11]=[CH:10][N:9]([C:14]4[CH:19]=[CH:18][CH:17]=[C:16]([O:20][C:21]([F:24])([F:23])[F:22])[CH:15]=4)[N:8]=3)=[CH:4][CH:3]=[N:2]2)=[CH:29][CH:30]=1. (2) Given the reactants CO[C:3]1[CH:8]=[CH:7][C:6]2[CH:9]3[CH2:14][CH2:13][N:12]([C:15]([O:17][C:18]([CH3:21])([CH3:20])[CH3:19])=[O:16])[CH2:11][CH:10]3[O:22][C:5]=2[CH:4]=1.C(N1CC=CC(O)C1)(OC(C)(C)C)=O.[Br:37]C1C=CC=C(Br)C=1O, predict the reaction product. The product is: [Br:37][C:4]1[C:5]2[O:22][CH:10]3[CH:9]([C:6]=2[CH:7]=[CH:8][CH:3]=1)[CH2:14][CH2:13][N:12]([C:15]([O:17][C:18]([CH3:21])([CH3:20])[CH3:19])=[O:16])[CH2:11]3. (3) Given the reactants [CH3:1][C:2]1[CH:3]=[C:4]([CH:7]=[C:8]([CH3:10])[CH:9]=1)[CH:5]=O.[OH:11][C:12]1[CH:17]=[CH:16][C:15]([CH2:18][C:19]([OH:21])=[O:20])=[CH:14][CH:13]=1.C([O-])(=O)C.[K+].C(OC(=O)C)(=O)C, predict the reaction product. The product is: [CH3:1][C:2]1[CH:3]=[C:4]([CH:5]=[C:18]([C:15]2[CH:16]=[CH:17][C:12]([OH:11])=[CH:13][CH:14]=2)[C:19]([OH:21])=[O:20])[CH:7]=[C:8]([CH3:10])[CH:9]=1. (4) Given the reactants [OH:1][C:2]1[CH:9]=[CH:8][C:5]([CH:6]=[O:7])=[CH:4][CH:3]=1.C(=O)([O-])[O-].[Cs+].[Cs+].[Cl:16][CH2:17][CH2:18]I.O, predict the reaction product. The product is: [Cl:16][CH2:17][CH2:18][O:1][C:2]1[CH:9]=[CH:8][C:5]([CH:6]=[O:7])=[CH:4][CH:3]=1. (5) Given the reactants [N:1]1([CH2:7][CH2:8]O)[CH2:6][CH2:5]O[CH2:3][CH2:2]1.[CH2:10]([N:12]([CH2:16][CH3:17])[CH2:13][CH2:14][OH:15])[CH3:11].[CH2:18]([N:20]([CH2:25][CH3:26])[CH2:21][CH2:22][CH2:23][OH:24])[CH3:19].[N:27]1([CH2:33][CH2:34][OH:35])[CH2:32][CH2:31][CH2:30][CH2:29][CH2:28]1.[N:36]1([CH2:41][CH2:42][OH:43])[CH2:40][CH2:39][CH2:38][CH2:37]1, predict the reaction product. The product is: [CH2:10]([N:12]([CH2:16][CH3:17])[CH2:13][CH2:14][O:15][C:22]1[CH:23]=[C:8]2[CH:5]=[CH:6][NH:1][C:7]2=[N:20][CH:21]=1)[CH3:11].[CH2:18]([N:20]([CH2:25][CH3:26])[CH2:21][CH2:22][CH2:23][O:24][C:29]1[CH:30]=[C:31]2[CH:38]=[CH:37][NH:36][C:32]2=[N:27][CH:28]=1)[CH3:19].[N:27]1([CH2:33][CH2:34][O:35][C:3]2[CH:23]=[C:22]3[CH:26]=[CH:25][NH:20][C:21]3=[N:1][CH:2]=2)[CH2:32][CH2:31][CH2:30][CH2:29][CH2:28]1.[N:36]1([CH2:41][CH2:42][O:43][C:29]2[CH:30]=[C:31]3[CH:3]=[CH:2][NH:1][C:32]3=[N:27][CH:28]=2)[CH2:40][CH2:39][CH2:38][CH2:37]1. (6) Given the reactants [C:1]([C:4]1[S:5][C:6]([N+:9]([O-:11])=[O:10])=[CH:7][CH:8]=1)(=[O:3])[CH3:2].[BrH:12], predict the reaction product. The product is: [Br:12][CH2:2][C:1]([C:4]1[S:5][C:6]([N+:9]([O-:11])=[O:10])=[CH:7][CH:8]=1)=[O:3]. (7) The product is: [ClH:1].[F:20][C:21]1[CH:22]=[C:23]([NH:24][C:2]2[C:3]3[N:4]([C:16]([CH3:19])=[CH:17][CH:18]=3)[C:5]([C:8]([N:10]3[CH2:15][CH2:14][O:13][CH2:12][CH2:11]3)=[O:9])=[CH:6][N:7]=2)[CH:25]=[CH:26][C:27]=1[CH3:28]. Given the reactants [Cl:1][C:2]1[C:3]2[N:4]([C:16]([CH3:19])=[CH:17][CH:18]=2)[C:5]([C:8]([N:10]2[CH2:15][CH2:14][O:13][CH2:12][CH2:11]2)=[O:9])=[CH:6][N:7]=1.[F:20][C:21]1[CH:22]=[C:23]([CH:25]=[CH:26][C:27]=1[CH3:28])[NH2:24], predict the reaction product. (8) Given the reactants [CH:1]1([CH2:6][CH:7]([C:11]2[CH:16]=[CH:15][C:14]([S:17][C:18]([F:21])([F:20])[F:19])=[CH:13][CH:12]=2)[C:8]([OH:10])=[O:9])[CH2:5][CH2:4][CH2:3][CH2:2]1.[CH3:22]O, predict the reaction product. The product is: [CH3:22][O:9][C:8](=[O:10])[CH:7]([C:11]1[CH:16]=[CH:15][C:14]([S:17][C:18]([F:21])([F:19])[F:20])=[CH:13][CH:12]=1)[CH2:6][CH:1]1[CH2:5][CH2:4][CH2:3][CH2:2]1.